This data is from Reaction yield outcomes from USPTO patents with 853,638 reactions. The task is: Predict the reaction yield, written as a fraction of the theoretical maximum amount of product (1.0 means a 100% yield; for example, 0.34 means a 34% yield). (1) The reactants are C(=O)([O-])[O-].[K+].[K+].[CH3:7][CH:8]1[C:16]2[C:11](=[CH:12][C:13]([OH:18])=[C:14]([OH:17])[CH:15]=2)[CH2:10][CH2:9]1.Cl[CH2:20][C:21]([CH2:23]Cl)=[CH2:22]. The catalyst is O1CCOCC1. The product is [CH3:7][CH:8]1[C:16]2[CH:15]=[C:14]3[O:17][CH2:22][C:21](=[CH2:20])[CH2:23][O:18][C:13]3=[CH:12][C:11]=2[CH2:10][CH2:9]1. The yield is 0.360. (2) The reactants are [Li]CCCC.C(NC(C)C)(C)C.[Cl:13][C:14]1[CH:19]=[CH:18][CH:17]=[CH:16][C:15]=1[CH:20]([O:22][C:23]1[CH:27]=[CH:26][S:25][C:24]=1[C:28]([O:30][CH3:31])=[O:29])[CH3:21].C(O[B:36]1[O:40][C:39]([CH3:42])([CH3:41])[C:38]([CH3:44])([CH3:43])[O:37]1)(C)C.Cl. The catalyst is C1COCC1. The product is [Cl:13][C:14]1[CH:19]=[CH:18][CH:17]=[CH:16][C:15]=1[CH:20]([O:22][C:23]1[CH:27]=[C:26]([B:36]2[O:40][C:39]([CH3:42])([CH3:41])[C:38]([CH3:44])([CH3:43])[O:37]2)[S:25][C:24]=1[C:28]([O:30][CH3:31])=[O:29])[CH3:21]. The yield is 0.510. (3) The reactants are [Cl:1][C:2]1[CH:11]=[CH:10][C:9]([NH:12][C:13]2[CH:18]=[N:17][CH:16]=[C:15]([Cl:19])[N:14]=2)=[CH:8][C:3]=1C(OC)=O.Cl[C:21]1C=NC=C(Cl)N=1.NC1C=CC(Cl)=C(C=1)C(OC)=O.CC1(C)C2C(=C(P(C3C=CC=CC=3)C3C=CC=CC=3)C=CC=2)OC2C(P(C3C=CC=CC=3)C3C=CC=CC=3)=CC=CC1=2.C(=O)([O-])[O-].[K+].[K+].[O:88]1[CH2:93][CH2:92]OCC1. The catalyst is C([O-])(=O)C.[Pd+2].C([O-])(=O)C. The product is [Cl:1][C:2]1[CH:3]=[CH:8][C:9]([NH:12][C:13]2[CH:18]=[N:17][CH:16]=[C:15]([Cl:19])[N:14]=2)=[CH:10][C:11]=1[C:93]([OH:88])([CH3:92])[CH3:21]. The yield is 0.180. (4) The reactants are C[O:2][C:3](=[O:36])[CH2:4][C:5]1[C:14]([CH3:15])=[C:13]([CH:16]2[CH2:21][CH2:20][N:19]([S:22]([CH2:25][C:26]3[CH:31]=[CH:30][CH:29]=[CH:28][C:27]=3[N+:32]([O-:34])=[O:33])(=[O:24])=[O:23])[CH2:18][CH2:17]2)[C:12]2[C:7](=[CH:8][CH:9]=[C:10]([F:35])[CH:11]=2)[CH:6]=1.[OH-].[Li+]. The catalyst is C1COCC1.O. The product is [F:35][C:10]1[CH:11]=[C:12]2[C:7](=[CH:8][CH:9]=1)[CH:6]=[C:5]([CH2:4][C:3]([OH:36])=[O:2])[C:14]([CH3:15])=[C:13]2[CH:16]1[CH2:21][CH2:20][N:19]([S:22]([CH2:25][C:26]2[CH:31]=[CH:30][CH:29]=[CH:28][C:27]=2[N+:32]([O-:34])=[O:33])(=[O:23])=[O:24])[CH2:18][CH2:17]1. The yield is 0.900. (5) The reactants are [Cl:1][C:2]1(N)[CH:10]=[C:9](I)[C:5]2[O:6][CH2:7][O:8][C:4]=2[CH2:3]1.[CH3:13][N:14]([CH3:21])[C:15]([NH:17][CH2:18][C:19]#[CH:20])=[O:16].C([NH:25]C(C)C)(C)C. The catalyst is C(OCC)(=O)C.[Pd](Cl)Cl.C1(P(C2C=CC=CC=2)C2C=CC=CC=2)C=CC=CC=1.C1(P(C2C=CC=CC=2)C2C=CC=CC=2)C=CC=CC=1.[Cu]I. The product is [NH2:25][C:3]1[C:4]2[O:8][CH2:7][O:6][C:5]=2[C:9]([C:20]#[C:19][CH2:18][NH:17][C:15](=[O:16])[N:14]([CH3:21])[CH3:13])=[CH:10][C:2]=1[Cl:1]. The yield is 0.680.